This data is from Catalyst prediction with 721,799 reactions and 888 catalyst types from USPTO. The task is: Predict which catalyst facilitates the given reaction. (1) Product: [N+:1]([C:4]1[CH:13]=[CH:12][CH:11]=[C:10]2[C:5]=1[CH2:6][CH2:7][CH2:8][C:9]2=[N:19][OH:20])([O-:3])=[O:2]. The catalyst class is: 6. Reactant: [N+:1]([C:4]1[CH:13]=[CH:12][CH:11]=[C:10]2[C:5]=1[CH2:6][CH2:7][CH2:8][C:9]2=O)([O-:3])=[O:2].C(O)C.Cl.[NH2:19][OH:20]. (2) Reactant: [OH:1][CH2:2][CH:3]1[CH2:8][CH2:7][CH:6]([C:9]([OH:11])=O)[CH2:5][CH2:4]1.Cl.[CH3:13][NH:14][O:15][CH3:16].Cl.CN(C)CCCN=C=NCC.ON1C2C=CC=CC=2N=N1.C(N(CC)C(C)C)(C)C.N1C=CN=C1.[C:53]([Si:57](Cl)([CH3:59])[CH3:58])([CH3:56])([CH3:55])[CH3:54]. Product: [Si:57]([O:1][CH2:2][CH:3]1[CH2:4][CH2:5][CH:6]([C:9]([N:14]([O:15][CH3:16])[CH3:13])=[O:11])[CH2:7][CH2:8]1)([C:53]([CH3:56])([CH3:55])[CH3:54])([CH3:59])[CH3:58]. The catalyst class is: 146. (3) Reactant: [C:1](=[O:16])([O:4][C:5]1[CH:10]=[CH:9][CH:8]=[CH:7][C:6]=1[O:11][C:12]([F:15])([F:14])[F:13])[O:2][CH3:3].[N+:17]([O-:20])([O-:19])=[O:18].[K+]. Product: [C:1](=[O:16])([O:4][C:5]1[CH:10]=[C:9]([N+:17]([O-:19])=[O:18])[CH:8]=[CH:7][C:6]=1[O:11][C:12]([F:15])([F:13])[F:14])[O:2][CH3:3].[C:1](=[O:16])([O:4][C:5]1[CH:10]=[CH:9][C:8]([N+:17]([O-:20])=[O:18])=[CH:7][C:6]=1[O:11][C:12]([F:15])([F:13])[F:14])[O:2][CH3:3]. The catalyst class is: 82. (4) Reactant: C([Li])CCC.CCCCCC.[C:12]([C:16]1[CH:46]=[C:45]([C:47]([CH3:50])([CH3:49])[CH3:48])[CH:44]=[C:18]([CH:19]=[N:20][C@H:21]2[CH2:26][CH2:25][CH2:24][CH2:23][C@@H:22]2[N:27]=[CH:28][C:29]2[C:30](=[C:32]([C:40]([CH3:43])([CH3:42])[CH3:41])[CH:33]=[C:34]([C:36]([CH3:39])([CH3:38])[CH3:37])[CH:35]=2)[OH:31])[C:17]=1[OH:51])([CH3:15])([CH3:14])[CH3:13].[Cl:52][Ti:53](Cl)(Cl)Cl. Product: [C:40]([C:32]1[CH:33]=[C:34]([C:36]([CH3:39])([CH3:38])[CH3:37])[CH:35]=[C:29]([CH:28]=[N:27][C@H:22]2[CH2:23][CH2:24][CH2:25][CH2:26][C@@H:21]2[N:20]=[CH:19][C:18]2[C:17](=[C:16]([C:12]([CH3:15])([CH3:14])[CH3:13])[CH:46]=[C:45]([C:47]([CH3:48])([CH3:49])[CH3:50])[CH:44]=2)[OH:51])[C:30]=1[OH:31])([CH3:41])([CH3:42])[CH3:43].[Cl-:52].[Cl-:52].[Ti+4:53]. The catalyst class is: 27. (5) Reactant: N1C=CC=CC=1.[C:7]1([CH3:17])[CH:12]=[CH:11][C:10]([S:13](Cl)(=[O:15])=[O:14])=[CH:9][CH:8]=1.[CH:18]1([CH2:21][CH2:22][OH:23])[CH2:20][CH2:19]1.O. Product: [CH:18]1([CH2:21][CH2:22][O:23][S:13]([C:10]2[CH:11]=[CH:12][C:7]([CH3:17])=[CH:8][CH:9]=2)(=[O:15])=[O:14])[CH2:20][CH2:19]1. The catalyst class is: 4. (6) Reactant: CC(C)([O-])C.[K+].[CH2:7]([C:9]1[CH:14]=[C:13]([CH3:15])[CH:12]=[C:11]([CH2:16][CH3:17])[C:10]=1[CH2:18][C:19]([N:21]([CH2:42][C:43]1[CH:48]=[CH:47][CH:46]=[CH:45][CH:44]=1)[N:22]=[C:23]([S:29][CH2:30][CH2:31][CH2:32][CH2:33][CH2:34][CH2:35][CH2:36][CH2:37][CH2:38][CH2:39][CH2:40][CH3:41])[C:24]([O:26]CC)=O)=[O:20])[CH3:8].Cl. Product: [CH2:7]([C:9]1[CH:14]=[C:13]([CH3:15])[CH:12]=[C:11]([CH2:16][CH3:17])[C:10]=1[C:18]1[C:19](=[O:20])[N:21]([CH2:42][C:43]2[CH:44]=[CH:45][CH:46]=[CH:47][CH:48]=2)[N:22]=[C:23]([S:29][CH2:30][CH2:31][CH2:32][CH2:33][CH2:34][CH2:35][CH2:36][CH2:37][CH2:38][CH2:39][CH2:40][CH3:41])[C:24]=1[OH:26])[CH3:8]. The catalyst class is: 1. (7) Reactant: [O:1]=[C:2]1[N:6]([C:7]2[CH:15]=[CH:14][C:10]([C:11](O)=[O:12])=[CH:9][CH:8]=2)[N:5]=[C:4]2[C:16]3[CH:17]=[CH:18][CH:19]=[CH:20][C:21]=3[S:22][CH:23]=[C:3]12.C(N(C(C)C)CC)(C)C.[CH3:33][N:34]([CH3:39])[CH2:35][CH2:36][CH2:37][NH2:38].F[P-](F)(F)(F)(F)F.N1(OC(=[N+](C)C)N(C)C)C2C=CC=CC=2N=N1. Product: [CH3:33][N:34]([CH3:39])[CH2:35][CH2:36][CH2:37][NH:38][C:11](=[O:12])[C:10]1[CH:9]=[CH:8][C:7]([N:6]2[C:2](=[O:1])[C:3]3=[CH:23][S:22][C:21]4[CH:20]=[CH:19][CH:18]=[CH:17][C:16]=4[C:4]3=[N:5]2)=[CH:15][CH:14]=1. The catalyst class is: 44. (8) Reactant: C[O:2][C:3](=[O:30])[C:4]1[CH:9]=[CH:8][C:7]([C:10]2[CH:15]=[CH:14][N:13]=[C:12]([CH2:16][CH3:17])[C:11]=2[C:18]#[C:19][C:20]2[C:21]([CH2:27][CH3:28])=[N:22][C:23]([NH2:26])=[CH:24][CH:25]=2)=[CH:6][C:5]=1[F:29].[OH-].[Na+]. Product: [NH2:26][C:23]1[N:22]=[C:21]([CH2:27][CH3:28])[C:20]([C:19]#[C:18][C:11]2[C:12]([CH2:16][CH3:17])=[N:13][CH:14]=[CH:15][C:10]=2[C:7]2[CH:8]=[CH:9][C:4]([C:3]([OH:30])=[O:2])=[C:5]([F:29])[CH:6]=2)=[CH:25][CH:24]=1. The catalyst class is: 20.